From a dataset of Full USPTO retrosynthesis dataset with 1.9M reactions from patents (1976-2016). Predict the reactants needed to synthesize the given product. (1) Given the product [CH2:1]([O:3][C:4](=[O:30])[C:5]([N:7]([CH2:19][C:20]1[CH:21]=[CH:22][C:23]2[O:27][CH:26]=[C:25]([C:31]#[C:32][CH2:33][CH2:34][CH2:35][CH2:36][CH2:37][CH2:38][CH2:39][CH2:40][CH2:41][CH3:42])[C:24]=2[CH:29]=1)[CH2:8][C:9]1[CH:14]=[CH:13][C:12]([C:15]([F:18])([F:17])[F:16])=[CH:11][CH:10]=1)=[O:6])[CH3:2], predict the reactants needed to synthesize it. The reactants are: [CH2:1]([O:3][C:4](=[O:30])[C:5]([N:7]([CH2:19][C:20]1[CH:21]=[CH:22][C:23]2[O:27][CH:26]=[C:25](Br)[C:24]=2[CH:29]=1)[CH2:8][C:9]1[CH:14]=[CH:13][C:12]([C:15]([F:18])([F:17])[F:16])=[CH:11][CH:10]=1)=[O:6])[CH3:2].[CH:31]#[C:32][CH2:33][CH2:34][CH2:35][CH2:36][CH2:37][CH2:38][CH2:39][CH2:40][CH2:41][CH3:42]. (2) Given the product [C:1]([C:3]1[C:4]([CH3:17])=[C:5]2[C:9](=[CH:10][CH:11]=1)[C@@H:8]([CH2:12][C:13]([O:15][CH3:16])=[O:14])[CH2:7][CH2:6]2)([OH:20])=[O:2], predict the reactants needed to synthesize it. The reactants are: [CH:1]([C:3]1[C:4]([CH3:17])=[C:5]2[C:9](=[CH:10][CH:11]=1)[C@@H:8]([CH2:12][C:13]([O:15][CH3:16])=[O:14])[CH2:7][CH2:6]2)=[O:2].OO.[O-:20]Cl=O.[Na+].OS([O-])=O.[Na+]. (3) Given the product [CH2:27]([N:5]1[C:6]2[C:11](=[CH:10][CH:9]=[C:8]([F:24])[CH:7]=2)[N:12]([S:13]([C:16]2[CH:21]=[CH:20][C:19]([O:22][CH3:23])=[CH:18][CH:17]=2)(=[O:14])=[O:15])[C@@H:3]([CH2:1][CH3:2])[C:4]1=[O:25])[CH3:28], predict the reactants needed to synthesize it. The reactants are: [CH2:1]([C@@H:3]1[N:12]([S:13]([C:16]2[CH:21]=[CH:20][C:19]([O:22][CH3:23])=[CH:18][CH:17]=2)(=[O:15])=[O:14])[C:11]2[C:6](=[CH:7][C:8]([F:24])=[CH:9][CH:10]=2)[NH:5][C:4]1=[O:25])[CH3:2].I[CH2:27][CH3:28].C([C@H]1N(C(=O)C2C=CC(OC)=CC=2)C2C(=CC(F)=CC=2)N(C)C1=O)C. (4) Given the product [CH3:8][C:9]1([CH3:14])[C:7]2[C:2](=[CH:3][CH:4]=[CH:5][CH:6]=2)[NH:1][C:11](=[O:12])[CH2:10]1, predict the reactants needed to synthesize it. The reactants are: [NH2:1][C:2]1[CH:7]=[CH:6][CH:5]=[CH:4][CH:3]=1.[CH3:8][C:9]([CH3:14])=[CH:10][C:11](Cl)=[O:12].